Task: Predict the product of the given reaction.. Dataset: Forward reaction prediction with 1.9M reactions from USPTO patents (1976-2016) Given the reactants [C:1]([C:9]1[CH:25]=[CH:24][C:12]([O:13][CH2:14][C:15]2[O:19][C:18]([C:20]([O:22][CH3:23])=[O:21])=[CH:17][CH:16]=2)=[CH:11][CH:10]=1)(=[O:8])[C:2]1[CH:7]=[CH:6][CH:5]=[CH:4][CH:3]=1.[BH4-].[Na+], predict the reaction product. The product is: [OH:8][CH:1]([C:2]1[CH:3]=[CH:4][CH:5]=[CH:6][CH:7]=1)[C:9]1[CH:25]=[CH:24][C:12]([O:13][CH2:14][C:15]2[O:19][C:18]([C:20]([O:22][CH3:23])=[O:21])=[CH:17][CH:16]=2)=[CH:11][CH:10]=1.